From a dataset of Full USPTO retrosynthesis dataset with 1.9M reactions from patents (1976-2016). Predict the reactants needed to synthesize the given product. (1) The reactants are: C(OC([N:8]([C:17]1[CH:51]=[CH:50][C:20]([C:21]([O:23][C@H:24]([C:35]2[CH:40]=[CH:39][C:38]([O:41][CH:42]([F:44])[F:43])=[C:37]([O:45][CH2:46][CH:47]3[CH2:49][CH2:48]3)[CH:36]=2)[CH2:25][C:26]2[C:31]([Cl:32])=[CH:30][N+:29]([O-:33])=[CH:28][C:27]=2[Cl:34])=[O:22])=[CH:19][CH:18]=1)[S:9]([CH2:12][CH2:13][N:14]([CH3:16])[CH3:15])(=[O:11])=[O:10])=O)(C)(C)C.Cl.O1CCOCC1. Given the product [ClH:32].[Cl:34][C:27]1[CH:28]=[N+:29]([O-:33])[CH:30]=[C:31]([Cl:32])[C:26]=1[CH2:25][C@@H:24]([C:35]1[CH:40]=[CH:39][C:38]([O:41][CH:42]([F:43])[F:44])=[C:37]([O:45][CH2:46][CH:47]2[CH2:49][CH2:48]2)[CH:36]=1)[O:23][C:21](=[O:22])[C:20]1[CH:19]=[CH:18][C:17]([NH:8][S:9]([CH2:12][CH2:13][N:14]([CH3:15])[CH3:16])(=[O:11])=[O:10])=[CH:51][CH:50]=1, predict the reactants needed to synthesize it. (2) Given the product [Cl:1][C:2]1[CH:3]=[CH:4][C:5]2[N:11]3[CH:12]=[CH:13][CH:14]=[C:10]3[C@@H:9]([CH2:15][CH2:16][C:17]([N:32]3[CH2:37][CH2:36][O:35][CH:34]([C:38]([O:40][CH3:41])=[O:39])[CH2:33]3)=[O:18])[O:8][C@H:7]([C:20]3[CH:25]=[CH:24][CH:23]=[C:22]([O:26][CH3:27])[C:21]=3[O:28][CH3:29])[C:6]=2[CH:30]=1, predict the reactants needed to synthesize it. The reactants are: [Cl:1][C:2]1[CH:3]=[CH:4][C:5]2[N:11]3[CH:12]=[CH:13][CH:14]=[C:10]3[C@@H:9]([CH2:15][CH2:16][C:17](O)=[O:18])[O:8][C@H:7]([C:20]3[CH:25]=[CH:24][CH:23]=[C:22]([O:26][CH3:27])[C:21]=3[O:28][CH3:29])[C:6]=2[CH:30]=1.Cl.[NH:32]1[CH2:37][CH2:36][O:35][CH:34]([C:38]([O:40][CH3:41])=[O:39])[CH2:33]1.Cl.C(N=C=NCCCN(C)C)C.ON1C2C=CC=CC=2N=N1. (3) Given the product [C:7]([O:11][C:12]([N:14]1[CH2:19][CH2:18][C:17]([NH:23][C:24]([O:26][C:27]([CH3:30])([CH3:29])[CH3:28])=[O:25])([CH2:20][OH:21])[CH2:16][CH2:15]1)=[O:13])([CH3:9])([CH3:10])[CH3:8], predict the reactants needed to synthesize it. The reactants are: [H-].[Al+3].[Li+].[H-].[H-].[H-].[C:7]([O:11][C:12]([N:14]1[CH2:19][CH2:18][C:17]([NH:23][C:24]([O:26][C:27]([CH3:30])([CH3:29])[CH3:28])=[O:25])([C:20](O)=[O:21])[CH2:16][CH2:15]1)=[O:13])([CH3:10])([CH3:9])[CH3:8].O.[OH-].[Na+]. (4) Given the product [F:2][CH2:3][C@@H:4]1[CH2:8][CH2:7][N:6]([CH2:10][CH2:11][OH:12])[CH2:5]1, predict the reactants needed to synthesize it. The reactants are: Cl.[F:2][CH2:3][C@@H:4]1[CH2:8][CH2:7][NH:6][CH2:5]1.Br[CH2:10][CH2:11][OH:12].C(=O)([O-])[O-].[K+].[K+].